Predict the reaction yield, written as a fraction of the theoretical maximum amount of product (1.0 means a 100% yield; for example, 0.34 means a 34% yield). From a dataset of Reaction yield outcomes from USPTO patents with 853,638 reactions. (1) The reactants are CC1C=CC(C)=CC=1SCCCCCC(O)=O.[CH3:18][O:19][C:20]1[CH:25]=[CH:24][CH:23]=[CH:22][C:21]=1[SH:26].Br[CH2:28][CH2:29][CH2:30][CH2:31][CH2:32][CH2:33][C:34]([O:36]CC)=[O:35].[OH-].[K+]. The catalyst is O.C(O)C. The product is [CH3:18][O:19][C:20]1[CH:25]=[CH:24][CH:23]=[CH:22][C:21]=1[S:26][CH2:28][CH2:29][CH2:30][CH2:31][CH2:32][CH2:33][C:34]([OH:36])=[O:35]. The yield is 0.730. (2) The reactants are [O:1]=[C:2]([CH2:10][CH2:11][CH2:12][CH3:13])[C:3]([O:5][CH2:6][CH2:7][CH2:8][CH3:9])=[O:4].[Br:14]Br. The catalyst is C(Cl)(Cl)Cl. The product is [Br:14][CH:10]([CH2:11][CH2:12][CH3:13])[C:2](=[O:1])[C:3]([O:5][CH2:6][CH2:7][CH2:8][CH3:9])=[O:4]. The yield is 1.00. (3) The reactants are [CH3:1][O:2][C:3]([C:5]1[C:14]2[CH2:13][CH2:12][N:11]([C:15]3[CH:20]=[CH:19][CH:18]=[C:17]([C:21]([O:23]C(C)(C)C)=[O:22])[CH:16]=3)[CH2:10][C:9]=2[CH:8]=[N:7][CH:6]=1)=[O:4]. The catalyst is C(O)=O. The product is [CH3:1][O:2][C:3]([C:5]1[CH:6]=[N:7][CH:8]=[C:9]2[C:14]=1[CH2:13][CH2:12][N:11]([C:15]1[CH:16]=[C:17]([CH:18]=[CH:19][CH:20]=1)[C:21]([OH:23])=[O:22])[CH2:10]2)=[O:4]. The yield is 0.660. (4) The reactants are C([O:3][C:4]([CH2:11][C@H:12]([OH:37])/[CH:13]=[CH:14]/[C:15]1[C:16]([C:30]2[CH:35]=[CH:34][C:33]([F:36])=[CH:32][CH:31]=2)=[N:17][C:18]([N:24]([CH3:29])[S:25]([CH3:28])(=[O:27])=[O:26])=[N:19][C:20]=1[CH:21]([CH3:23])[CH3:22])=[CH:5][C:6]([O:8][CH2:9][CH3:10])=[O:7])C.Cl. The catalyst is O1CCCC1.CCOC(C)=O.O. The product is [F:36][C:33]1[CH:34]=[CH:35][C:30]([C:16]2[C:15](/[CH:14]=[CH:13]/[C@@H:12]([OH:37])[CH2:11][C:4](=[O:3])[CH2:5][C:6]([O:8][CH2:9][CH3:10])=[O:7])=[C:20]([CH:21]([CH3:23])[CH3:22])[N:19]=[C:18]([N:24]([CH3:29])[S:25]([CH3:28])(=[O:27])=[O:26])[N:17]=2)=[CH:31][CH:32]=1. The yield is 0.920. (5) The reactants are [Cl-].[NH4+].CO.[N+:5]([C:8]1[CH:13]=[CH:12][C:11]([N:14]2[CH2:19][CH2:18][O:17][CH2:16][CH2:15]2)=[CH:10][CH:9]=1)([O-])=O. The catalyst is O.C1COCC1.[Zn]. The product is [N:14]1([C:11]2[CH:10]=[CH:9][C:8]([NH2:5])=[CH:13][CH:12]=2)[CH2:15][CH2:16][O:17][CH2:18][CH2:19]1. The yield is 0.770.